Dataset: Full USPTO retrosynthesis dataset with 1.9M reactions from patents (1976-2016). Task: Predict the reactants needed to synthesize the given product. (1) The reactants are: C[S:2][C:3]1[CH:8]=[CH:7][CH:6]=[CH:5][C:4]=1[C:9]1[C:14](N)=[CH:13][CH:12]=[CH:11][N:10]=1.C1COCC1.[H+].[B-](F)(F)(F)F.N([O-])=O.[Na+]. Given the product [N:10]1[C:9]2[C:4]3[CH:5]=[CH:6][CH:7]=[CH:8][C:3]=3[S:2][C:14]=2[CH:13]=[CH:12][CH:11]=1, predict the reactants needed to synthesize it. (2) Given the product [CH2:5]([O:7][CH2:8][CH2:9][O:10][C:11]1[CH:19]=[C:18]2[C:14]([CH:15]=[CH:16][NH:17]2)=[CH:13][C:12]=1[O:20][C:22]1[CH:27]=[CH:26][N:25]=[C:24]([NH:28][C:29](=[O:31])[CH3:30])[CH:23]=1)[CH3:6], predict the reactants needed to synthesize it. The reactants are: CS(C)=O.[CH2:5]([O:7][CH2:8][CH2:9][O:10][C:11]1[CH:19]=[C:18]2[C:14]([CH:15]=[CH:16][NH:17]2)=[CH:13][C:12]=1[OH:20])[CH3:6].Cl[C:22]1[CH:27]=[CH:26][N:25]=[C:24]([NH:28][C:29](=[O:31])[CH3:30])[CH:23]=1.CC(C)([O-])C.[K+]. (3) Given the product [CH:1]([NH:11][C:12]1[NH:13][CH:14]=[C:15]([C:20]2[CH:21]=[CH:22][C:23]([N+:26]([O-:28])=[O:27])=[CH:24][CH:25]=2)[C:16]=1[C:17]([NH2:19])=[O:18])=[O:2], predict the reactants needed to synthesize it. The reactants are: [CH:1](O)=[O:2].C(OC(=O)C)(=O)C.[NH2:11][C:12]1[NH:13][CH:14]=[C:15]([C:20]2[CH:25]=[CH:24][C:23]([N+:26]([O-:28])=[O:27])=[CH:22][CH:21]=2)[C:16]=1[C:17]([NH2:19])=[O:18].O. (4) Given the product [Cl:30][C:25]1[CH:24]=[C:23]([CH2:22][CH2:21][CH2:20][C:17]2[CH:16]=[CH:15][C:14]([NH:13][C:5]3[CH:6]=[CH:7][C:8]([N+:10]([O-:12])=[O:11])=[CH:9][C:4]=3[C:3]([OH:31])=[O:2])=[CH:19][CH:18]=2)[CH:28]=[CH:27][C:26]=1[Cl:29], predict the reactants needed to synthesize it. The reactants are: C[O:2][C:3](=[O:31])[C:4]1[CH:9]=[C:8]([N+:10]([O-:12])=[O:11])[CH:7]=[CH:6][C:5]=1[NH:13][C:14]1[CH:19]=[CH:18][C:17]([CH2:20][CH2:21][CH2:22][C:23]2[CH:28]=[CH:27][C:26]([Cl:29])=[C:25]([Cl:30])[CH:24]=2)=[CH:16][CH:15]=1.[OH-].[Na+]. (5) The reactants are: Cl[C:2]1[N:7]=[C:6]([C:8]2[S:12][C:11]([N:13]([CH3:15])[CH3:14])=[N:10][C:9]=2[C:16]2[CH:17]=[C:18]([NH:22][C:23](=[O:32])[C:24]3[C:29]([F:30])=[CH:28][CH:27]=[CH:26][C:25]=3[F:31])[CH:19]=[CH:20][CH:21]=2)[CH:5]=[CH:4][N:3]=1.[Cl:33][C:34]1[CH:35]=[C:36]([NH2:48])[CH:37]=[CH:38][C:39]=1[O:40][CH2:41][CH2:42][N:43]1[CH2:47][CH2:46][CH2:45][CH2:44]1. Given the product [Cl:33][C:34]1[CH:35]=[C:36]([NH:48][C:2]2[N:7]=[C:6]([C:8]3[S:12][C:11]([N:13]([CH3:14])[CH3:15])=[N:10][C:9]=3[C:16]3[CH:17]=[C:18]([NH:22][C:23](=[O:32])[C:24]4[C:25]([F:31])=[CH:26][CH:27]=[CH:28][C:29]=4[F:30])[CH:19]=[CH:20][CH:21]=3)[CH:5]=[CH:4][N:3]=2)[CH:37]=[CH:38][C:39]=1[O:40][CH2:41][CH2:42][N:43]1[CH2:44][CH2:45][CH2:46][CH2:47]1, predict the reactants needed to synthesize it.